Dataset: Full USPTO retrosynthesis dataset with 1.9M reactions from patents (1976-2016). Task: Predict the reactants needed to synthesize the given product. (1) The reactants are: [BH4-].[Na+].[H][H].[C:5]([C:7]1[CH:8]=[CH:9][C:10]([CH3:23])=[C:11]([CH:13]([CH2:19][N+:20]([O-])=O)[CH2:14][C:15](OC)=[O:16])[CH:12]=1)#[N:6]. Given the product [NH2:6][CH2:5][C:7]1[CH:8]=[CH:9][C:10]([CH3:23])=[C:11]([CH:13]2[CH2:19][NH:20][C:15](=[O:16])[CH2:14]2)[CH:12]=1, predict the reactants needed to synthesize it. (2) Given the product [C:17]([C:13]1[CH:12]=[C:11]2[C:16](=[CH:15][CH:14]=1)[N:8]([C:4]1[CH:5]=[CH:6][CH:7]=[C:2]([C:24]#[C:23][C@:25]3([OH:32])[CH2:29][CH2:28][N:27]([CH3:30])[C:26]3=[O:31])[CH:3]=1)[N:9]=[C:10]2[C:19]([O:21][CH3:22])=[O:20])#[N:18], predict the reactants needed to synthesize it. The reactants are: Br[C:2]1[CH:3]=[C:4]([N:8]2[C:16]3[C:11](=[CH:12][C:13]([C:17]#[N:18])=[CH:14][CH:15]=3)[C:10]([C:19]([O:21][CH3:22])=[O:20])=[N:9]2)[CH:5]=[CH:6][CH:7]=1.[C:23]([C@:25]1([OH:32])[CH2:29][CH2:28][N:27]([CH3:30])[C:26]1=[O:31])#[CH:24]. (3) The reactants are: [NH2:1][C:2]1[CH:3]=[C:4]([OH:8])[CH:5]=[CH:6][CH:7]=1.Cl[C:10]1[CH:15]=[C:14]([O:16][C:17]2[CH:18]=[C:19]([CH3:30])[C:20]([CH3:29])=[N:21][C:22]=2[C:23]2[CH:28]=[CH:27][CH:26]=[CH:25][N:24]=2)[CH:13]=[CH:12][N:11]=1.C([O-])([O-])=O.[Cs+].[Cs+].CC1(C)C2C(=C(P(C3C=CC=CC=3)C3C=CC=CC=3)C=CC=2)OC2C(P(C3C=CC=CC=3)C3C=CC=CC=3)=CC=CC1=2. Given the product [CH3:30][C:19]1[CH:18]=[C:17]([O:16][C:14]2[CH:13]=[CH:12][N:11]=[C:10]([NH:1][C:2]3[CH:3]=[C:4]([OH:8])[CH:5]=[CH:6][CH:7]=3)[CH:15]=2)[C:22]([C:23]2[CH:28]=[CH:27][CH:26]=[CH:25][N:24]=2)=[N:21][C:20]=1[CH3:29], predict the reactants needed to synthesize it. (4) The reactants are: FC(F)(F)S(O[C:7]1[C:14]2[N:10]([C:11]([C:23]3[CH:28]=[CH:27][CH:26]=[CH:25][CH:24]=3)=[C:12]3[C:18](=[O:19])[N:17]([CH3:20])[C:16](=[O:21])[N:15]([CH3:22])[C:13]3=2)[CH2:9][CH:8]=1)(=O)=O.[Br-].[Li+].C([Sn](CCCC)(CCCC)[C:38]1[O:39][C:40]([CH3:43])=[CH:41][CH:42]=1)CCC. Given the product [CH3:22][N:15]1[C:13]2=[C:14]3[N:10]([C:11]([C:23]4[CH:24]=[CH:25][CH:26]=[CH:27][CH:28]=4)=[C:12]2[C:18](=[O:19])[N:17]([CH3:20])[C:16]1=[O:21])[CH2:9][CH:8]=[C:7]3[C:38]1[O:39][C:40]([CH3:43])=[CH:41][CH:42]=1, predict the reactants needed to synthesize it. (5) Given the product [CH2:41]1[C:42]2([CH2:46][CH2:45][CH2:44]2)[CH2:43][N:40]1[CH2:39][CH2:38][O:25][CH2:24][C:20]1[N:19]=[C:18]([NH:17][C:15]2[S:16][C:12]([C:3]3[CH:4]=[CH:5][C:6]([C:8]([OH:11])([CH3:9])[CH3:10])=[CH:7][C:2]=3[F:1])=[CH:13][C:14]=2[C:26]([NH2:28])=[O:27])[CH:23]=[CH:22][CH:21]=1, predict the reactants needed to synthesize it. The reactants are: [F:1][C:2]1[CH:7]=[C:6]([C:8]([OH:11])([CH3:10])[CH3:9])[CH:5]=[CH:4][C:3]=1[C:12]1[S:16][C:15]([NH:17][C:18]2[CH:23]=[CH:22][CH:21]=[C:20]([CH:24]=[O:25])[N:19]=2)=[C:14]([C:26]([NH2:28])=[O:27])[CH:13]=1.BrC1N=C(CO[CH2:38][CH2:39][N:40]2[CH2:43][C:42]3([CH2:46][CH2:45][CH2:44]3)[CH2:41]2)C=CC=1.